Dataset: Catalyst prediction with 721,799 reactions and 888 catalyst types from USPTO. Task: Predict which catalyst facilitates the given reaction. Reactant: [C:1]1(B(O)O)[CH:6]=[CH:5][CH:4]=[CH:3][CH:2]=1.[Br:10][C:11]1[CH:16]=[CH:15][C:14]([OH:17])=[C:13]([O:18][CH3:19])[CH:12]=1. Product: [Br:10][C:11]1[CH:16]=[CH:15][C:14]([O:17][C:1]2[CH:6]=[CH:5][CH:4]=[CH:3][CH:2]=2)=[C:13]([O:18][CH3:19])[CH:12]=1. The catalyst class is: 2.